From a dataset of Catalyst prediction with 721,799 reactions and 888 catalyst types from USPTO. Predict which catalyst facilitates the given reaction. (1) Reactant: [CH2:1]([O:8][C:9]([N:11]1[C:19]2[C:14](=[CH:15][C:16]([N:20]3[CH2:24][CH:23]([CH2:25][NH2:26])[O:22][C:21]3=[O:27])=[CH:17][CH:18]=2)[CH2:13][CH:12]1[CH2:28][O:29][Si:30]([C:33]([CH3:36])([CH3:35])[CH3:34])([CH3:32])[CH3:31])=[O:10])[C:2]1[CH:7]=[CH:6][CH:5]=[CH:4][CH:3]=1.[C:37](OC(=O)C)(=[O:39])[CH3:38]. Product: [CH2:1]([O:8][C:9]([N:11]1[C:19]2[C:14](=[CH:15][C:16]([N:20]3[CH2:24][C@H:23]([CH2:25][NH:26][C:37](=[O:39])[CH3:38])[O:22][C:21]3=[O:27])=[CH:17][CH:18]=2)[CH2:13][CH:12]1[CH2:28][O:29][Si:30]([C:33]([CH3:36])([CH3:35])[CH3:34])([CH3:31])[CH3:32])=[O:10])[C:2]1[CH:7]=[CH:6][CH:5]=[CH:4][CH:3]=1. The catalyst class is: 17. (2) Reactant: [CH2:1]([O:4][N:5]([CH:18]1[CH2:23][N:22]([C:24]([O:26][C:27]([CH3:30])([CH3:29])[CH3:28])=[O:25])[C@H:21]([C:31]([OH:33])=O)[CH:20]=[C:19]1[CH2:34][C:35]([NH2:37])=[O:36])[S:6]([C:9]1[CH:14]=[CH:13][CH:12]=[CH:11][C:10]=1[N+:15]([O-:17])=[O:16])(=[O:8])=[O:7])[CH:2]=[CH2:3].[Cl-].[NH4+].C[N:41](C(ON1N=NC2C=CC=NC1=2)=[N+](C)C)C.F[P-](F)(F)(F)(F)F.CCN(C(C)C)C(C)C. Product: [CH2:1]([O:4][N:5]([CH:18]1[CH2:23][N:22]([C:24]([O:26][C:27]([CH3:28])([CH3:30])[CH3:29])=[O:25])[C@H:21]([C:31](=[O:33])[NH2:41])[CH:20]=[C:19]1[CH2:34][C:35]([NH2:37])=[O:36])[S:6]([C:9]1[CH:14]=[CH:13][CH:12]=[CH:11][C:10]=1[N+:15]([O-:17])=[O:16])(=[O:8])=[O:7])[CH:2]=[CH2:3]. The catalyst class is: 303. (3) Reactant: [Cl:1][C:2]1[CH:3]=[CH:4][CH:5]=[C:6]2[C:11]=1[C:10]([CH2:12][C:13]1[CH:14]=[C:15]([CH:19]=[CH:20][CH:21]=1)[C:16](O)=[O:17])=[N:9][NH:8][C:7]2=[O:22].[CH3:23][O:24][CH:25]1[CH2:30][CH2:29][NH:28][CH2:27][CH2:26]1.C(N(C(C)C)C(C)C)C.CN(C(ON1N=NC2C=CC=CC1=2)=[N+](C)C)C.F[P-](F)(F)(F)(F)F. Product: [Cl:1][C:2]1[CH:3]=[CH:4][CH:5]=[C:6]2[C:11]=1[C:10]([CH2:12][C:13]1[CH:21]=[CH:20][CH:19]=[C:15]([C:16]([N:28]3[CH2:29][CH2:30][CH:25]([O:24][CH3:23])[CH2:26][CH2:27]3)=[O:17])[CH:14]=1)=[N:9][NH:8][C:7]2=[O:22]. The catalyst class is: 3. (4) Product: [OH:23][C:22]1[C:16]([C:17]([O:19][CH2:20][CH3:21])=[O:18])=[C:14]([CH3:15])[N:13]=[C:3]2[N:2]([CH3:1])[CH2:6][CH2:5][C:4]=12. Reactant: [CH3:1][N:2]1[CH2:6][CH2:5][CH2:4][C:3]1=O.O=P(Cl)(Cl)Cl.[NH2:13][C:14](=[C:16]([C:22](OCC)=[O:23])[C:17]([O:19][CH2:20][CH3:21])=[O:18])[CH3:15].[O-]CC.[Na+].Cl. The catalyst class is: 26.